Task: Predict which catalyst facilitates the given reaction.. Dataset: Catalyst prediction with 721,799 reactions and 888 catalyst types from USPTO (1) The catalyst class is: 1. Reactant: O=[C:2]1[C:7]([C:8]#[N:9])=[C:6]([N:10]2[CH2:15][CH2:14][CH2:13][CH2:12][CH2:11]2)[CH:5]=[C:4]([C:16]2[CH:21]=[CH:20][CH:19]=[CH:18][CH:17]=2)O1.[H-].[Na+]. Product: [C:16]1([C:4]2[C:5]3[CH2:4][C:16]4[C:17](=[CH:18][CH:19]=[CH:20][CH:21]=4)[C:2]=3[C:7]([C:8]#[N:9])=[C:6]([N:10]3[CH2:15][CH2:14][CH2:13][CH2:12][CH2:11]3)[CH:5]=2)[CH:21]=[CH:20][CH:19]=[CH:18][CH:17]=1. (2) Reactant: C([NH:8][C@@H:9]1[CH2:14][CH2:13][N:12]([C:15]([O:17][C:18]([CH3:21])([CH3:20])[CH3:19])=[O:16])[CH2:11][C@@H:10]1[F:22])C1C=CC=CC=1.C([O-])=O.[NH4+]. Product: [NH2:8][C@@H:9]1[CH2:14][CH2:13][N:12]([C:15]([O:17][C:18]([CH3:20])([CH3:19])[CH3:21])=[O:16])[CH2:11][C@@H:10]1[F:22]. The catalyst class is: 19. (3) Reactant: [CH3:1][NH:2][CH2:3][CH2:4][OH:5].Cl[C:7]1[N:12]=[C:11]([NH:13][CH2:14][C:15]2[CH:20]=[CH:19][C:18]([O:21][CH3:22])=[C:17]([Cl:23])[CH:16]=2)[C:10]([C:24]([C:26]2[CH:31]=[C:30]([O:32][CH3:33])[C:29]([O:34][CH3:35])=[C:28]([O:36][CH3:37])[CH:27]=2)=[O:25])=[CH:9][N:8]=1.O. Product: [CH3:1][N:2]([C:7]1[N:12]=[C:11]([NH:13][CH2:14][C:15]2[CH:20]=[CH:19][C:18]([O:21][CH3:22])=[C:17]([Cl:23])[CH:16]=2)[C:10]([C:24]([C:26]2[CH:31]=[C:30]([O:32][CH3:33])[C:29]([O:34][CH3:35])=[C:28]([O:36][CH3:37])[CH:27]=2)=[O:25])=[CH:9][N:8]=1)[CH2:3][CH2:4][OH:5]. The catalyst class is: 9. (4) Reactant: [OH-].[Li+].C[O:4][C:5](=[O:34])[C:6]1[CH:11]=[CH:10][N:9]=[C:8]([NH:12][C:13]2[CH:18]=[CH:17][CH:16]=[C:15]([CH2:19][O:20][C:21]3[CH:26]=[CH:25][C:24]([C:27](=[O:29])[CH3:28])=[C:23]([OH:30])[C:22]=3[CH2:31][CH2:32][CH3:33])[CH:14]=2)[CH:7]=1.O.Cl. Product: [C:27]([C:24]1[CH:25]=[CH:26][C:21]([O:20][CH2:19][C:15]2[CH:14]=[C:13]([NH:12][C:8]3[CH:7]=[C:6]([CH:11]=[CH:10][N:9]=3)[C:5]([OH:34])=[O:4])[CH:18]=[CH:17][CH:16]=2)=[C:22]([CH2:31][CH2:32][CH3:33])[C:23]=1[OH:30])(=[O:29])[CH3:28]. The catalyst class is: 7.